Dataset: Catalyst prediction with 721,799 reactions and 888 catalyst types from USPTO. Task: Predict which catalyst facilitates the given reaction. (1) Reactant: CN(C(ON1N=NC2C=CC=NC1=2)=[N+](C)C)C.F[P-](F)(F)(F)(F)F.Cl.[NH2:26][C@@H:27]([C:52]([CH3:55])([CH3:54])[CH3:53])[C:28]([N:30]1[CH2:34][C@H:33]([OH:35])[CH2:32][C@H:31]1[C:36]([NH:38][CH2:39][C:40]1[CH:45]=[CH:44][C:43]([C:46]2[S:50][CH:49]=[N:48][C:47]=2[CH3:51])=[CH:42][CH:41]=1)=[O:37])=[O:29].[OH:56][C:57]1[CH:58]=[CH:59][C:60]2[C@@H:61]3[C@@H:69]([C@H:70]([CH2:74][CH2:75][CH2:76][CH2:77][O:78][CH2:79][CH2:80][O:81][CH2:82][CH2:83][O:84][CH2:85][CH2:86][O:87][CH2:88][C:89](O)=[O:90])[CH2:71][C:72]=2[CH:73]=1)[C@H:68]1[C@@:64]([CH3:93])([C@@H:65]([OH:92])[CH2:66][CH2:67]1)[CH2:63][CH2:62]3.CCN(C(C)C)C(C)C. Product: [C:52]([C@H:27]([NH:26][C:89](=[O:90])[CH2:88][O:87][CH2:86][CH2:85][O:84][CH2:83][CH2:82][O:81][CH2:80][CH2:79][O:78][CH2:77][CH2:76][CH2:75][CH2:74][C@H:70]1[C@@H:69]2[C@H:61]([CH2:62][CH2:63][C@@:64]3([CH3:93])[C@H:68]2[CH2:67][CH2:66][C@@H:65]3[OH:92])[C:60]2[CH:59]=[CH:58][C:57]([OH:56])=[CH:73][C:72]=2[CH2:71]1)[C:28]([N:30]1[CH2:34][C@H:33]([OH:35])[CH2:32][C@H:31]1[C:36]([NH:38][CH2:39][C:40]1[CH:45]=[CH:44][C:43]([C:46]2[S:50][CH:49]=[N:48][C:47]=2[CH3:51])=[CH:42][CH:41]=1)=[O:37])=[O:29])([CH3:55])([CH3:54])[CH3:53]. The catalyst class is: 3. (2) Reactant: [Cl:1][C:2]1[CH:3]=[C:4]([N:9]2[CH:13]=[C:12]([CH2:14][N:15]3[CH:19]=[CH:18][N:17]=[C:16]3[NH:20][C:21](=O)[CH3:22])[N:11]=[CH:10]2)[CH:5]=[CH:6][C:7]=1[Cl:8]. Product: [ClH:1].[Cl:1][C:2]1[CH:3]=[C:4]([N:9]2[CH:13]=[C:12]([CH2:14][N:15]3[CH:19]=[CH:18][N:17]=[C:16]3[NH:20][CH2:21][CH3:22])[N:11]=[CH:10]2)[CH:5]=[CH:6][C:7]=1[Cl:8]. The catalyst class is: 5. (3) Reactant: [CH:1]1([N:6]2[C:10]3[N:11]=[C:12]([NH2:15])[N:13]=[CH:14][C:9]=3[C:8]3[CH:16]=[CH:17][N:18]=[C:19]([F:20])[C:7]2=3)[CH2:5][CH2:4][CH2:3][CH2:2]1.[Si:21]([O:28][CH2:29][C@H:30]1[CH2:35][N:34]([C:36]2[CH:37]=[N:38][C:39](Cl)=[CH:40][CH:41]=2)[CH2:33][CH2:32][N:31]1[C:43]([O:45][C:46]([CH3:49])([CH3:48])[CH3:47])=[O:44])([C:24]([CH3:27])([CH3:26])[CH3:25])([CH3:23])[CH3:22].C1(P(C2C=CC=CC=2)C2C3OC4C(=CC=CC=4P(C4C=CC=CC=4)C4C=CC=CC=4)C(C)(C)C=3C=CC=2)C=CC=CC=1.CC(C)([O-])C.[Na+]. Product: [Si:21]([O:28][CH2:29][C@H:30]1[CH2:35][N:34]([C:36]2[CH:37]=[N:38][C:39]([NH:15][C:12]3[N:13]=[CH:14][C:9]4[C:8]5[CH:16]=[CH:17][N:18]=[C:19]([F:20])[C:7]=5[N:6]([CH:1]5[CH2:2][CH2:3][CH2:4][CH2:5]5)[C:10]=4[N:11]=3)=[CH:40][CH:41]=2)[CH2:33][CH2:32][N:31]1[C:43]([O:45][C:46]([CH3:49])([CH3:48])[CH3:47])=[O:44])([C:24]([CH3:27])([CH3:26])[CH3:25])([CH3:23])[CH3:22]. The catalyst class is: 102. (4) Reactant: [F:1][C:2]1[CH:32]=[CH:31][C:5]([CH2:6][N:7]2[C:11]3[CH:12]=[N:13][C:14]4[C:15](=[O:29])[N:16]([O:20][CH2:21][O:22][CH2:23][CH2:24][Si:25]([CH3:28])([CH3:27])[CH3:26])[CH2:17][CH2:18][C:19]=4[C:10]=3[C:9](Br)=[CH:8]2)=[CH:4][CH:3]=1.C([Sn](CCCC)(CCCC)/[CH:38]=[CH:39]\[O:40][CH2:41][CH3:42])CCC.[Li+].[Cl-]. Product: [F:1][C:2]1[CH:32]=[CH:31][C:5]([CH2:6][N:7]2[C:11]3[CH:12]=[N:13][C:14]4[C:15](=[O:29])[N:16]([O:20][CH2:21][O:22][CH2:23][CH2:24][Si:25]([CH3:28])([CH3:27])[CH3:26])[CH2:17][CH2:18][C:19]=4[C:10]=3[C:9](/[CH:38]=[CH:39]\[O:40][CH2:41][CH3:42])=[CH:8]2)=[CH:4][CH:3]=1. The catalyst class is: 3. (5) Reactant: C([O-])(=O)C.[K+].B1(B2OC(C)(C)C(C)(C)O2)OC(C)(C)C(C)(C)O1.Br[C:25]1[CH:26]=[CH:27][C:28]([C:31]([OH:34])([CH3:33])[CH3:32])=[N:29][CH:30]=1.[CH3:35][Si:36]([CH3:76])([CH3:75])[CH2:37][CH2:38][O:39][CH2:40][N:41]([CH2:67][O:68][CH2:69][CH2:70][Si:71]([CH3:74])([CH3:73])[CH3:72])[C:42]1[N:47]2[N:48]=[CH:49][C:50](I)=[C:46]2[N:45]=[C:44]([CH:52]2[CH2:58][CH:57]3[N:59]([C:60]([O:62][C:63]([CH3:66])([CH3:65])[CH3:64])=[O:61])[CH:54]([CH2:55][CH2:56]3)[CH2:53]2)[CH:43]=1.C(=O)([O-])[O-].[Na+].[Na+]. Product: [CH3:74][Si:71]([CH3:72])([CH3:73])[CH2:70][CH2:69][O:68][CH2:67][N:41]([CH2:40][O:39][CH2:38][CH2:37][Si:36]([CH3:35])([CH3:76])[CH3:75])[C:42]1[N:47]2[N:48]=[CH:49][C:50]([C:25]3[CH:30]=[N:29][C:28]([C:31]([OH:34])([CH3:33])[CH3:32])=[CH:27][CH:26]=3)=[C:46]2[N:45]=[C:44]([CH:52]2[CH2:58][CH:57]3[N:59]([C:60]([O:62][C:63]([CH3:66])([CH3:65])[CH3:64])=[O:61])[CH:54]([CH2:55][CH2:56]3)[CH2:53]2)[CH:43]=1. The catalyst class is: 294. (6) Reactant: [NH2:1][C:2]1[N:6]([CH3:7])[C:5](=[O:8])[C:4]([C:16]2[CH:21]=[CH:20][C:19]([F:22])=[C:18]([C:23]3[CH:28]=[N:27][CH:26]=[CH:25][N:24]=3)[CH:17]=2)([C:9]2[CH:14]=[CH:13][C:12]([OH:15])=[CH:11][CH:10]=2)[N:3]=1.C(N(CC)CC)C.C1C=CC(N([S:43]([C:46]([F:49])([F:48])[F:47])(=[O:45])=[O:44])[S:43]([C:46]([F:49])([F:48])[F:47])(=[O:45])=[O:44])=CC=1. Product: [F:47][C:46]([F:49])([F:48])[S:43]([O:15][C:12]1[CH:13]=[CH:14][C:9]([C:4]2([C:16]3[CH:21]=[CH:20][C:19]([F:22])=[C:18]([C:23]4[CH:28]=[N:27][CH:26]=[CH:25][N:24]=4)[CH:17]=3)[C:5](=[O:8])[N:6]([CH3:7])[C:2]([NH2:1])=[N:3]2)=[CH:10][CH:11]=1)(=[O:45])=[O:44]. The catalyst class is: 120. (7) Reactant: [CH3:1][C:2]1[N:6]=[CH:5][N:4]([C:7]2[CH:25]=[CH:24][C:23]([N+:26]([O-:28])=[O:27])=[CH:22][C:8]=2[O:9][CH2:10][CH2:11][CH2:12][CH2:13][NH:14]C(=O)OC(C)(C)C)[N:3]=1.[C:29]([OH:35])([C:31]([F:34])([F:33])[F:32])=[O:30]. Product: [CH3:1][C:2]1[N:6]=[CH:5][N:4]([C:7]2[CH:25]=[CH:24][C:23]([N+:26]([O-:28])=[O:27])=[CH:22][C:8]=2[O:9][CH2:10][CH2:11][CH2:12][CH2:13][NH2:14])[N:3]=1.[C:29]([OH:35])([C:31]([F:34])([F:33])[F:32])=[O:30]. The catalyst class is: 2.